This data is from Catalyst prediction with 721,799 reactions and 888 catalyst types from USPTO. The task is: Predict which catalyst facilitates the given reaction. (1) Reactant: Cl.[CH3:2][C:3]1[CH:21]=[CH:20][C:6]2[N:7]([CH:14]3[CH2:19][CH2:18][NH:17][CH2:16][CH2:15]3)[C:8]([C:10]([OH:13])([CH3:12])[CH3:11])=[N:9][C:5]=2[CH:4]=1.C(N(CC)C(C)C)(C)C.[C:31]([O:35][C:36]([NH:38][C:39]1[CH:40]=[C:41]2[C:45](=[CH:46][CH:47]=1)[CH2:44][CH:43]([C:48](O)=[O:49])[CH2:42]2)=[O:37])([CH3:34])([CH3:33])[CH3:32].CCN=C=NCCCN(C)C.C1C=CC2N(O)N=NC=2C=1. Product: [C:31]([O:35][C:36](=[O:37])[NH:38][C:39]1[CH:40]=[C:41]2[C:45](=[CH:46][CH:47]=1)[CH2:44][CH:43]([C:48]([N:17]1[CH2:16][CH2:15][CH:14]([N:7]3[C:6]4[CH:20]=[CH:21][C:3]([CH3:2])=[CH:4][C:5]=4[N:9]=[C:8]3[C:10]([OH:13])([CH3:12])[CH3:11])[CH2:19][CH2:18]1)=[O:49])[CH2:42]2)([CH3:34])([CH3:32])[CH3:33]. The catalyst class is: 18. (2) The catalyst class is: 92. Product: [C:3]([C:5]1[CH:10]=[C:9]([C@:11]2([O:29][C@H:28]([CH2:30][OH:31])[C@@H:23]([OH:24])[C@H:18]([OH:19])[C@H:13]2[OH:14])[OH:12])[CH:8]=[C:7]([CH2:35][C:36]2[CH:37]=[CH:38][C:39]([CH2:42][CH3:43])=[CH:40][CH:41]=2)[C:6]=1[CH3:44])#[N:4]. Reactant: [OH-].[Na+].[C:3]([C:5]1[CH:10]=[C:9]([C@:11]2([O:29][C@H:28]([CH2:30][O:31]C(=O)C)[C@@H:23]([O:24]C(=O)C)[C@H:18]([O:19]C(=O)C)[C@H:13]2[O:14]C(=O)C)[OH:12])[CH:8]=[C:7]([CH2:35][C:36]2[CH:41]=[CH:40][C:39]([CH2:42][CH3:43])=[CH:38][CH:37]=2)[C:6]=1[CH3:44])#[N:4].Cl. (3) Reactant: Br[C:2]1[CH:3]=[CH:4][C:5]([Cl:9])=[C:6]([CH3:8])[CH:7]=1.C([Li])CCC.[O:15]1[CH2:18][C:17](=[O:19])[CH2:16]1.O. Product: [Cl:9][C:5]1[CH:4]=[CH:3][C:2]([C:17]2([OH:19])[CH2:18][O:15][CH2:16]2)=[CH:7][C:6]=1[CH3:8]. The catalyst class is: 1. (4) Reactant: [H-].[Al+3].[Li+].[H-].[H-].[H-].[CH2:7]([P:9]([CH:16]([C:20]1[CH:25]=[CH:24][CH:23]=[CH:22][CH:21]=1)[CH2:17][CH:18]=[O:19])(=[O:15])[O:10][CH2:11][CH2:12][CH2:13][CH3:14])[CH3:8].O. Product: [CH2:7]([P:9]([CH:16]([C:20]1[CH:21]=[CH:22][CH:23]=[CH:24][CH:25]=1)[CH2:17][CH2:18][OH:19])(=[O:15])[O:10][CH2:11][CH2:12][CH2:13][CH3:14])[CH3:8]. The catalyst class is: 27. (5) Reactant: O1[C@@:18]23[C@:19]4([CH3:28])[C:24](=[CH:25][CH2:26][C@@:2]12[C@H:3]1[C@:15]([CH3:29])([CH2:16][CH2:17]3)[C@@H:6]([C@H:7]([CH3:14])[CH2:8][CH2:9][CH2:10][CH:11]([CH3:13])[CH3:12])[CH2:5][CH2:4]1)[CH2:23][C@H:22]([OH:27])[CH2:21][CH2:20]4.[C-]#N.C([Al+]CC)C. Product: [CH3:13][CH:11]([CH2:10][CH2:9][CH2:8][C@H:7]([C@@H:6]1[C@:15]2([CH3:29])[C:3]([C:2]3[CH2:26][CH:25]=[C:24]4[C@:19]([C:18]=3[CH2:17][CH2:16]2)([CH3:28])[CH2:20][CH2:21][C@H:22]([OH:27])[CH2:23]4)=[CH:4][CH2:5]1)[CH3:14])[CH3:12]. The catalyst class is: 4. (6) Reactant: [Cl:1][C:2]1[CH:31]=[C:30]([Cl:32])[CH:29]=[CH:28][C:3]=1[O:4][C:5]1[CH:10]=[CH:9][CH:8]=[CH:7][C:6]=1[NH:11][S:12]([C:15]1[CH:27]=[CH:26][C:18]([C:19]([NH:21][CH2:22][C:23](O)=[O:24])=[O:20])=[CH:17][CH:16]=1)(=[O:14])=[O:13].C(O[C:38](=O)[N:39]([CH2:41][CH2:42][NH2:43])C)(C)(C)C.CN(C(ON1N=NC2C=CC=CC1=2)=[N+](C)C)C.F[P-](F)(F)(F)(F)F.C(N(CC)CC)C. Product: [ClH:1].[Cl:1][C:2]1[CH:31]=[C:30]([Cl:32])[CH:29]=[CH:28][C:3]=1[O:4][C:5]1[CH:10]=[CH:9][CH:8]=[CH:7][C:6]=1[NH:11][S:12]([C:15]1[CH:16]=[CH:17][C:18]([C:19]([NH:21][CH2:22][C:23](=[O:24])[NH:43][CH2:42][CH2:41][NH:39][CH3:38])=[O:20])=[CH:26][CH:27]=1)(=[O:14])=[O:13]. The catalyst class is: 120.